This data is from Full USPTO retrosynthesis dataset with 1.9M reactions from patents (1976-2016). The task is: Predict the reactants needed to synthesize the given product. (1) Given the product [F:16][C:17]1[CH:22]=[CH:21][CH:20]=[CH:19][C:18]=1[C:2]1[CH:3]=[C:4]([N+:13]([O-:15])=[O:14])[C:5]([NH2:6])=[C:7]([C:9]([F:12])([F:11])[F:10])[CH:8]=1, predict the reactants needed to synthesize it. The reactants are: Br[C:2]1[CH:8]=[C:7]([C:9]([F:12])([F:11])[F:10])[C:5]([NH2:6])=[C:4]([N+:13]([O-:15])=[O:14])[CH:3]=1.[F:16][C:17]1[CH:22]=[CH:21][CH:20]=[CH:19][C:18]=1B(O)O.C(Cl)Cl.C([O-])([O-])=O.[Na+].[Na+]. (2) Given the product [C:26]1([C:32]2[C:33]3[C:38]([C:39]([C:49]4[CH:54]=[CH:53][CH:52]=[CH:51][CH:50]=4)=[C:40]4[C:45]=2[CH:44]=[C:43]([C:2]2[CH:3]=[CH:4][C:5]([C:8]5[CH:13]=[C:12]([C:14]6[CH:19]=[CH:18][CH:17]=[CH:16][CH:15]=6)[N:11]=[C:10]([C:20]6[CH:25]=[CH:24][CH:23]=[CH:22][CH:21]=6)[CH:9]=5)=[CH:6][CH:7]=2)[CH:42]=[CH:41]4)=[CH:37][CH:36]=[CH:35][CH:34]=3)[CH:31]=[CH:30][CH:29]=[CH:28][CH:27]=1, predict the reactants needed to synthesize it. The reactants are: Br[C:2]1[CH:7]=[CH:6][C:5]([C:8]2[CH:13]=[C:12]([C:14]3[CH:19]=[CH:18][CH:17]=[CH:16][CH:15]=3)[N:11]=[C:10]([C:20]3[CH:25]=[CH:24][CH:23]=[CH:22][CH:21]=3)[CH:9]=2)=[CH:4][CH:3]=1.[C:26]1([C:32]2[C:33]3[C:38]([C:39]([C:49]4[CH:54]=[CH:53][CH:52]=[CH:51][CH:50]=4)=[C:40]4[C:45]=2[CH:44]=[C:43](B(O)O)[CH:42]=[CH:41]4)=[CH:37][CH:36]=[CH:35][CH:34]=3)[CH:31]=[CH:30][CH:29]=[CH:28][CH:27]=1.C(=O)([O-])[O-].[Na+].[Na+].